The task is: Predict which catalyst facilitates the given reaction.. This data is from Catalyst prediction with 721,799 reactions and 888 catalyst types from USPTO. (1) Reactant: [CH2:1]([O:3][C:4](=[O:21])[CH2:5][C:6]1[CH:11]=[CH:10][C:9]([N+:12]([O-])=O)=[C:8]([O:15][CH2:16][C:17]([F:20])([F:19])[F:18])[CH:7]=1)[CH3:2].[Sn](Cl)Cl.O. Product: [CH2:1]([O:3][C:4](=[O:21])[CH2:5][C:6]1[CH:11]=[CH:10][C:9]([NH2:12])=[C:8]([O:15][CH2:16][C:17]([F:19])([F:20])[F:18])[CH:7]=1)[CH3:2]. The catalyst class is: 8. (2) Reactant: C[O:2][C:3]([C:5]1([CH2:8][CH2:9][CH2:10][CH2:11][CH2:12][CH2:13][CH2:14][CH2:15][CH2:16][CH2:17][CH2:18][CH2:19][C:20]2([C:23](=[O:28])[NH:24][CH:25]3[CH2:27][CH2:26]3)[CH2:22][CH2:21]2)[CH2:7][CH2:6]1)=[O:4].[OH-].[K+].Cl. Product: [CH:25]1([NH:24][C:23]([C:20]2([CH2:19][CH2:18][CH2:17][CH2:16][CH2:15][CH2:14][CH2:13][CH2:12][CH2:11][CH2:10][CH2:9][CH2:8][C:5]3([C:3]([OH:4])=[O:2])[CH2:7][CH2:6]3)[CH2:22][CH2:21]2)=[O:28])[CH2:27][CH2:26]1. The catalyst class is: 24.